Dataset: Catalyst prediction with 721,799 reactions and 888 catalyst types from USPTO. Task: Predict which catalyst facilitates the given reaction. (1) Reactant: [Cl:1][C:2]1[CH:7]=[CH:6][C:5]([N:8]2[CH2:13][CH2:12][NH:11][CH2:10][CH2:9]2)=[C:4]([CH3:14])[CH:3]=1.N1C(C)=CC=CC=1C.[I-].[K+].Br[CH2:26][CH2:27][CH:28]=[C:29]1[C:35]2[CH:36]=[CH:37][CH:38]=[N:39][C:34]=2[CH2:33][O:32][C:31]2[CH:40]=[CH:41][C:42]([C:44]([OH:47])([CH3:46])[CH3:45])=[CH:43][C:30]1=2. Product: [Cl:1][C:2]1[CH:7]=[CH:6][C:5]([N:8]2[CH2:13][CH2:12][N:11]([CH2:26][CH2:27][CH:28]=[C:29]3[C:35]4[CH:36]=[CH:37][CH:38]=[N:39][C:34]=4[CH2:33][O:32][C:31]4[CH:40]=[CH:41][C:42]([C:44]([OH:47])([CH3:46])[CH3:45])=[CH:43][C:30]3=4)[CH2:10][CH2:9]2)=[C:4]([CH3:14])[CH:3]=1. The catalyst class is: 32. (2) Reactant: [B:1]1([C:10]2[CH:15]=[CH:14][CH:13]=[CH:12][C:11]=2[CH2:16]O)[C:5]2[CH:6]=[CH:7][CH:8]=[CH:9][C:4]=2[CH2:3][O:2]1.[CH2:18]([N:20](CC)[CH2:21]C)C.CS(Cl)(=O)=O.CNC. Product: [B:1]1([C:10]2[CH:15]=[CH:14][CH:13]=[CH:12][C:11]=2[CH2:16][N:20]([CH3:21])[CH3:18])[C:5]2[CH:6]=[CH:7][CH:8]=[CH:9][C:4]=2[CH2:3][O:2]1. The catalyst class is: 46.